Dataset: NCI-60 drug combinations with 297,098 pairs across 59 cell lines. Task: Regression. Given two drug SMILES strings and cell line genomic features, predict the synergy score measuring deviation from expected non-interaction effect. (1) Drug 1: C1=NC2=C(N1)C(=S)N=CN2. Drug 2: CC1CCC2CC(C(=CC=CC=CC(CC(C(=O)C(C(C(=CC(C(=O)CC(OC(=O)C3CCCCN3C(=O)C(=O)C1(O2)O)C(C)CC4CCC(C(C4)OC)O)C)C)O)OC)C)C)C)OC. Cell line: MOLT-4. Synergy scores: CSS=15.7, Synergy_ZIP=-5.28, Synergy_Bliss=3.82, Synergy_Loewe=-12.5, Synergy_HSA=-1.07. (2) Drug 1: C1=NC(=NC(=O)N1C2C(C(C(O2)CO)O)O)N. Drug 2: N.N.Cl[Pt+2]Cl. Cell line: UACC-257. Synergy scores: CSS=32.3, Synergy_ZIP=-3.66, Synergy_Bliss=2.16, Synergy_Loewe=3.78, Synergy_HSA=4.03. (3) Drug 2: CC1C(C(CC(O1)OC2CC(CC3=C2C(=C4C(=C3O)C(=O)C5=C(C4=O)C(=CC=C5)OC)O)(C(=O)C)O)N)O.Cl. Drug 1: CC(CN1CC(=O)NC(=O)C1)N2CC(=O)NC(=O)C2. Cell line: OVCAR-4. Synergy scores: CSS=20.5, Synergy_ZIP=-3.66, Synergy_Bliss=3.76, Synergy_Loewe=6.20, Synergy_HSA=5.94.